From a dataset of Forward reaction prediction with 1.9M reactions from USPTO patents (1976-2016). Predict the product of the given reaction. (1) Given the reactants Cl[C:2]1[CH:10]=[CH:9][CH:8]=[C:7]([Cl:11])[C:3]=1[C:4]([OH:6])=O.[C:12]1([CH:18]([C:21]2[CH:22]=[N:23][C:24]([C:27]([F:30])([F:29])[F:28])=[CH:25][CH:26]=2)[CH2:19][NH2:20])[CH:17]=[CH:16][CH:15]=[CH:14][CH:13]=1, predict the reaction product. The product is: [Cl:11][C:7]1[CH:8]=[CH:9][CH:10]=[CH:2][C:3]=1[C:4]([NH:20][CH2:19][CH:18]([C:12]1[CH:13]=[CH:14][CH:15]=[CH:16][CH:17]=1)[C:21]1[CH:22]=[N:23][C:24]([C:27]([F:30])([F:28])[F:29])=[CH:25][CH:26]=1)=[O:6]. (2) The product is: [CH2:1]([O:3][C:4](=[O:9])[C:5]([O:8][CH2:14][CH:13]=[CH2:12])([CH3:7])[CH3:6])[CH3:2]. Given the reactants [CH2:1]([O:3][C:4](=[O:9])[C:5]([OH:8])([CH3:7])[CH3:6])[CH3:2].[H-].[Na+].[CH2:12](Br)[CH:13]=[CH2:14].[Cl-].[NH4+], predict the reaction product.